This data is from Catalyst prediction with 721,799 reactions and 888 catalyst types from USPTO. The task is: Predict which catalyst facilitates the given reaction. (1) Reactant: [Br:1][C:2]1[N:3]=[C:4]2[C:10]([CH:11]([C:13]3[C:18]([Cl:19])=[CH:17][CH:16]=[C:15]([F:20])[C:14]=3[Cl:21])O)=[CH:9][NH:8][C:5]2=[N:6][CH:7]=1.B(F)(F)F.[CH3:26]COCC.C[Zn]C.[NH4+].[Cl-]. Product: [Br:1][C:2]1[N:3]=[C:4]2[C:10]([CH:11]([C:13]3[C:18]([Cl:19])=[CH:17][CH:16]=[C:15]([F:20])[C:14]=3[Cl:21])[CH3:26])=[CH:9][NH:8][C:5]2=[N:6][CH:7]=1. The catalyst class is: 1. (2) Reactant: [Br:1][C:2]1[C:3]([C:12]2[O:13][CH:14]=[CH:15][CH:16]=2)=[N:4][C:5]([NH2:11])=[N:6][C:7]=1S(C)=O.[CH2:17]([OH:21])[CH2:18][CH2:19][CH3:20].C1CCN2C(=NCCC2)CC1. Product: [Br:1][C:2]1[C:7]([O:21][CH2:17][CH2:18][CH2:19][CH3:20])=[N:6][C:5]([NH2:11])=[N:4][C:3]=1[C:12]1[O:13][CH:14]=[CH:15][CH:16]=1. The catalyst class is: 12. (3) Reactant: Cl[C:2]1[C:3]2[C:4](=[CH:20][N:21](CC3C=CC(OC)=CC=3)[N:22]=2)[N:5]=[C:6]([C:8]2[CH:13]=[CH:12][CH:11]=[C:10]([C:14]3[CH:15]=[N:16][CH:17]=[CH:18][CH:19]=3)[CH:9]=2)[N:7]=1.[O:32]1[CH2:37][CH2:36][N:35]([C:38]2[CH:44]=[CH:43][C:41]([NH2:42])=[CH:40][CH:39]=2)[CH2:34][CH2:33]1.Cl. Product: [O:32]1[CH2:33][CH2:34][N:35]([C:38]2[CH:39]=[CH:40][C:41]([NH:42][C:2]3[C:3]4[NH:22][N:21]=[CH:20][C:4]=4[N:5]=[C:6]([C:8]4[CH:13]=[CH:12][CH:11]=[C:10]([C:14]5[CH:15]=[N:16][CH:17]=[CH:18][CH:19]=5)[CH:9]=4)[N:7]=3)=[CH:43][CH:44]=2)[CH2:36][CH2:37]1. The catalyst class is: 71. (4) Reactant: [OH:1][C:2]1[NH:6][N:5]=[C:4]([C:7]([O:9][CH3:10])=[O:8])[CH:3]=1.[CH2:11](I)[CH2:12][CH2:13][CH3:14].C(=O)([O-])[O-].[K+].[K+].O. Product: [CH2:11]([O:1][C:2]1[NH:6][N:5]=[C:4]([C:7]([O:9][CH3:10])=[O:8])[CH:3]=1)[CH2:12][CH2:13][CH3:14]. The catalyst class is: 9.